The task is: Regression. Given a peptide amino acid sequence and an MHC pseudo amino acid sequence, predict their binding affinity value. This is MHC class I binding data.. This data is from Peptide-MHC class I binding affinity with 185,985 pairs from IEDB/IMGT. (1) The peptide sequence is IPSSWAFGK. The MHC is HLA-A03:01 with pseudo-sequence HLA-A03:01. The binding affinity (normalized) is 0.216. (2) The peptide sequence is IPAPGLGAL. The MHC is HLA-A11:01 with pseudo-sequence HLA-A11:01. The binding affinity (normalized) is 0.0847. (3) The binding affinity (normalized) is 0.0847. The MHC is HLA-A01:01 with pseudo-sequence HLA-A01:01. The peptide sequence is IIMFDAEKL. (4) The peptide sequence is HTTTGRTSL. The MHC is HLA-B40:01 with pseudo-sequence HLA-B40:01. The binding affinity (normalized) is 0.0847. (5) The peptide sequence is TYGPVFMCL. The MHC is HLA-A01:01 with pseudo-sequence HLA-A01:01. The binding affinity (normalized) is 0. (6) The peptide sequence is KLWASFFQG. The MHC is HLA-A29:02 with pseudo-sequence HLA-A29:02. The binding affinity (normalized) is 0.0847.